From a dataset of Full USPTO retrosynthesis dataset with 1.9M reactions from patents (1976-2016). Predict the reactants needed to synthesize the given product. (1) Given the product [O:6]=[C:7]1[N:12]=[C:11]([C:13]([O:15][CH3:3])=[O:14])[CH:10]=[CH:9][NH:8]1, predict the reactants needed to synthesize it. The reactants are: Cl[Si](C)(C)[CH3:3].[O:6]=[C:7]1[N:12]=[C:11]([C:13]([OH:15])=[O:14])[CH:10]=[CH:9][NH:8]1. (2) Given the product [F:10][C:2]1[CH:3]=[CH:4][C:5]([C:8]#[N:9])=[N:6][CH:7]=1, predict the reactants needed to synthesize it. The reactants are: Cl[C:2]1[CH:3]=[CH:4][C:5]([C:8]#[N:9])=[N:6][CH:7]=1.[F-:10].[K+].CN1C(=O)CCC1. (3) The reactants are: [F:1][C:2]1[CH:7]=[C:6](B2OC(C)(C)C(C)(C)O2)[CH:5]=[CH:4][C:3]=1[C:17]1[N:18]=[CH:19][C:20]([NH2:23])=[N:21][CH:22]=1.Br[C:25]1[CH:30]=[CH:29][CH:28]=[CH:27][C:26]=1[S:31]([N:34]1[CH2:39][CH2:38][CH2:37][CH:36]([C:40]#[N:41])[CH2:35]1)(=[O:33])=[O:32]. Given the product [NH2:23][C:20]1[N:21]=[CH:22][C:17]([C:3]2[CH:4]=[CH:5][C:6]([C:25]3[CH:30]=[CH:29][CH:28]=[CH:27][C:26]=3[S:31]([N:34]3[CH2:39][CH2:38][CH2:37][CH:36]([C:40]#[N:41])[CH2:35]3)(=[O:32])=[O:33])=[CH:7][C:2]=2[F:1])=[N:18][CH:19]=1, predict the reactants needed to synthesize it.